Dataset: Full USPTO retrosynthesis dataset with 1.9M reactions from patents (1976-2016). Task: Predict the reactants needed to synthesize the given product. (1) Given the product [Br:1][C:2]1[C:6]([F:7])=[CH:5][N:4]([C:19]2[CH:20]=[C:15]([Cl:14])[N:16]=[N:17][CH:18]=2)[N:3]=1, predict the reactants needed to synthesize it. The reactants are: [Br:1][C:2]1[C:6]([F:7])=[CH:5][NH:4][N:3]=1.CC(C)([O-])C.[K+].[Cl:14][C:15]1[N:16]=[N:17][CH:18]=[C:19](Cl)[CH:20]=1. (2) Given the product [CH2:10]([C:4]1[CH:3]=[C:2]([B:19]([OH:20])[OH:18])[CH:7]=[CH:6][C:5]=1[O:8][CH3:9])[CH3:11], predict the reactants needed to synthesize it. The reactants are: Br[C:2]1[CH:7]=[CH:6][C:5]([O:8][CH3:9])=[C:4]([CH2:10][CH3:11])[CH:3]=1.[Li]CCCC.C[O:18][B:19](OC)[O:20]C.CCCCCC.